This data is from NCI-60 drug combinations with 297,098 pairs across 59 cell lines. The task is: Regression. Given two drug SMILES strings and cell line genomic features, predict the synergy score measuring deviation from expected non-interaction effect. Drug 1: CNC(=O)C1=CC=CC=C1SC2=CC3=C(C=C2)C(=NN3)C=CC4=CC=CC=N4. Drug 2: C1=C(C(=O)NC(=O)N1)F. Cell line: MDA-MB-231. Synergy scores: CSS=13.4, Synergy_ZIP=7.08, Synergy_Bliss=3.96, Synergy_Loewe=0.840, Synergy_HSA=1.33.